This data is from Reaction yield outcomes from USPTO patents with 853,638 reactions. The task is: Predict the reaction yield, written as a fraction of the theoretical maximum amount of product (1.0 means a 100% yield; for example, 0.34 means a 34% yield). The reactants are [Cl:1][C:2]1[N:3]=[C:4]([C:9]([OH:11])=O)[NH:5][C:6]=1[CH2:7][CH3:8].S(Cl)(Cl)=O.[NH2:16][C:17]1[CH:22]=[CH:21][C:20]([C:23]2[O:24][C:25]([CH3:32])=[C:26]([C:28]([O:30][CH3:31])=[O:29])[N:27]=2)=[CH:19][C:18]=1[O:33][CH3:34]. The catalyst is N1C=CC=CC=1. The product is [Cl:1][C:2]1[N:3]=[C:4]([C:9]([NH:16][C:17]2[CH:22]=[CH:21][C:20]([C:23]3[O:24][C:25]([CH3:32])=[C:26]([C:28]([O:30][CH3:31])=[O:29])[N:27]=3)=[CH:19][C:18]=2[O:33][CH3:34])=[O:11])[NH:5][C:6]=1[CH2:7][CH3:8]. The yield is 0.710.